Dataset: Full USPTO retrosynthesis dataset with 1.9M reactions from patents (1976-2016). Task: Predict the reactants needed to synthesize the given product. (1) Given the product [OH-:8].[NH4+:11].[C:39]([C:36]1[CH:37]=[CH:38][C:33]([C:30]2[CH:29]=[CH:28][C:27]([NH:26][CH2:25][C:13]3[C:14]([CH2:15][NH:16][CH2:17][CH2:18][CH2:19][CH2:20][CH2:21][C:22]([OH:24])=[O:23])=[C:9]([OH:8])[C:10]([CH3:42])=[N:11][CH:12]=3)=[CH:32][CH:31]=2)=[CH:34][CH:35]=1)(=[NH:40])[NH2:41], predict the reactants needed to synthesize it. The reactants are: C([O:8][C:9]1[C:10]([CH3:42])=[N:11][CH:12]=[C:13]([CH2:25][NH:26][C:27]2[CH:32]=[CH:31][C:30]([C:33]3[CH:38]=[CH:37][C:36]([C:39](=[NH:41])[NH2:40])=[CH:35][CH:34]=3)=[CH:29][CH:28]=2)[C:14]=1[CH2:15][NH:16][CH2:17][CH2:18][CH2:19][CH2:20][CH2:21][C:22]([OH:24])=[O:23])C1C=CC=CC=1. (2) Given the product [Cl:1][C:2]1[CH:10]=[C:9]([NH:11][C:12]2[N:21]=[CH:20][C:19]3[C:14](=[C:15]([O:23][CH:24]4[CH2:25][CH2:26][NH:27][CH2:28][CH2:29]4)[CH:16]=[CH:17][C:18]=3[Cl:22])[N:13]=2)[CH:8]=[CH:7][C:3]=1[C:4]([N:30]1[CH2:35][CH2:34][O:33][CH2:32][CH2:31]1)=[O:6], predict the reactants needed to synthesize it. The reactants are: [Cl:1][C:2]1[CH:10]=[C:9]([NH:11][C:12]2[N:21]=[CH:20][C:19]3[C:14](=[C:15]([O:23][CH:24]4[CH2:29][CH2:28][NH:27][CH2:26][CH2:25]4)[CH:16]=[CH:17][C:18]=3[Cl:22])[N:13]=2)[CH:8]=[CH:7][C:3]=1[C:4]([OH:6])=O.[NH:30]1[CH2:35][CH2:34][O:33][CH2:32][CH2:31]1.CN(C(ON1N=NC2C=CC=NC1=2)=[N+](C)C)C.F[P-](F)(F)(F)(F)F.CCN(C(C)C)C(C)C. (3) Given the product [Cl:24][C:19]1[CH:18]=[C:17]([CH:22]=[CH:21][C:20]=1[Cl:23])[NH:16][CH2:14][CH2:13][N:10]1[CH2:11][CH2:12][CH:7]([CH2:6][C:5]2[CH:4]=[CH:3][C:2]([F:1])=[CH:26][CH:25]=2)[CH2:8][CH2:9]1, predict the reactants needed to synthesize it. The reactants are: [F:1][C:2]1[CH:26]=[CH:25][C:5]([CH2:6][CH:7]2[CH2:12][CH2:11][N:10]([CH2:13][C:14]([NH:16][C:17]3[CH:22]=[CH:21][C:20]([Cl:23])=[C:19]([Cl:24])[CH:18]=3)=O)[CH2:9][CH2:8]2)=[CH:4][CH:3]=1.CSC.B.CO.Cl.